From a dataset of Full USPTO retrosynthesis dataset with 1.9M reactions from patents (1976-2016). Predict the reactants needed to synthesize the given product. (1) Given the product [CH:1]1([CH2:4][NH:5][C:7]2[C:15]([N+:16]([O-:18])=[O:17])=[CH:14][C:10]([C:11]([OH:13])=[O:12])=[CH:9][N:8]=2)[CH2:3][CH2:2]1, predict the reactants needed to synthesize it. The reactants are: [CH:1]1([CH2:4][NH2:5])[CH2:3][CH2:2]1.Cl[C:7]1[C:15]([N+:16]([O-:18])=[O:17])=[CH:14][C:10]([C:11]([OH:13])=[O:12])=[CH:9][N:8]=1. (2) Given the product [CH2:1]([O:8][C:9]1[CH:14]=[C:13]([O:15][CH2:16][C:17]2[CH:22]=[CH:21][CH:20]=[CH:19][CH:18]=2)[C:12]([C:40]2[CH:39]=[CH:38][CH:37]=[C:36]([C:35]([F:46])([F:45])[F:34])[CH:41]=2)=[CH:11][C:10]=1[C:24]1[N:28]([CH2:29][CH2:30][CH2:31][O:32][CH3:33])[N:27]=[N:26][N:25]=1)[C:2]1[CH:7]=[CH:6][CH:5]=[CH:4][CH:3]=1, predict the reactants needed to synthesize it. The reactants are: [CH2:1]([O:8][C:9]1[CH:14]=[C:13]([O:15][CH2:16][C:17]2[CH:22]=[CH:21][CH:20]=[CH:19][CH:18]=2)[C:12](Br)=[CH:11][C:10]=1[C:24]1[N:28]([CH2:29][CH2:30][CH2:31][O:32][CH3:33])[N:27]=[N:26][N:25]=1)[C:2]1[CH:7]=[CH:6][CH:5]=[CH:4][CH:3]=1.[F:34][C:35]([F:46])([F:45])[C:36]1[CH:37]=[C:38](B(O)O)[CH:39]=[CH:40][CH:41]=1.C(O)C.C(=O)(O)[O-].[Na+]. (3) Given the product [C:38]([O:37][C:36]([N:35]([CH2:43][C@@:44]1([C:60](=[O:61])[CH2:59][CH2:58][CH2:57][CH2:56][C:55]([O:64][CH3:65])=[O:63])[C@H:48]([C:49]2[CH:50]=[CH:51][CH:52]=[CH:53][CH:54]=2)[CH2:47][NH:46][CH2:45]1)[C@@H:33]([C:23]1[C:32]2[C:27](=[CH:28][CH:29]=[CH:30][CH:31]=2)[CH:26]=[CH:25][CH:24]=1)[CH3:34])=[O:42])([CH3:40])([CH3:41])[CH3:39], predict the reactants needed to synthesize it. The reactants are: CCN=C=NCCCN(C)C.Cl.C1C=CC2N(O)N=NC=2C=1.[C:23]1([C@H:33]([N:35]([CH2:43][C@@H:44]2[C@@H:48]([C:49]3[CH:54]=[CH:53][CH:52]=[CH:51][CH:50]=3)[CH2:47][NH:46][CH2:45]2)[C:36](=[O:42])[O:37][C:38]([CH3:41])([CH3:40])[CH3:39])[CH3:34])[C:32]2[C:27](=[CH:28][CH:29]=[CH:30][CH:31]=2)[CH:26]=[CH:25][CH:24]=1.[C:55]([O:64][CH3:65])(=[O:63])[CH2:56][CH2:57][CH2:58][CH2:59][C:60]([O-])=[O:61].